Dataset: Peptide-MHC class I binding affinity with 185,985 pairs from IEDB/IMGT. Task: Regression. Given a peptide amino acid sequence and an MHC pseudo amino acid sequence, predict their binding affinity value. This is MHC class I binding data. (1) The binding affinity (normalized) is 0.706. The MHC is HLA-A02:01 with pseudo-sequence HLA-A02:01. The peptide sequence is HIMPNSFRV. (2) The peptide sequence is CTDKFSQLF. The MHC is HLA-B15:09 with pseudo-sequence HLA-B15:09. The binding affinity (normalized) is 0.0847. (3) The peptide sequence is YPIYGLQFH. The MHC is HLA-A68:02 with pseudo-sequence HLA-A68:02. The binding affinity (normalized) is 0.0847. (4) The peptide sequence is LTRAILIRV. The MHC is HLA-A02:01 with pseudo-sequence HLA-A02:01. The binding affinity (normalized) is 0.